This data is from NCI-60 drug combinations with 297,098 pairs across 59 cell lines. The task is: Regression. Given two drug SMILES strings and cell line genomic features, predict the synergy score measuring deviation from expected non-interaction effect. (1) Drug 2: C(CN)CNCCSP(=O)(O)O. Synergy scores: CSS=6.33, Synergy_ZIP=-2.61, Synergy_Bliss=0.413, Synergy_Loewe=0.585, Synergy_HSA=1.29. Drug 1: COC1=C(C=C2C(=C1)N=CN=C2NC3=CC(=C(C=C3)F)Cl)OCCCN4CCOCC4. Cell line: SF-295. (2) Drug 1: C#CCC(CC1=CN=C2C(=N1)C(=NC(=N2)N)N)C3=CC=C(C=C3)C(=O)NC(CCC(=O)O)C(=O)O. Drug 2: CCN(CC)CCCC(C)NC1=C2C=C(C=CC2=NC3=C1C=CC(=C3)Cl)OC. Cell line: OVCAR-8. Synergy scores: CSS=7.37, Synergy_ZIP=-8.76, Synergy_Bliss=-0.816, Synergy_Loewe=-0.563, Synergy_HSA=0.0465. (3) Drug 1: CCN(CC)CCNC(=O)C1=C(NC(=C1C)C=C2C3=C(C=CC(=C3)F)NC2=O)C. Drug 2: CC1=C(N=C(N=C1N)C(CC(=O)N)NCC(C(=O)N)N)C(=O)NC(C(C2=CN=CN2)OC3C(C(C(C(O3)CO)O)O)OC4C(C(C(C(O4)CO)O)OC(=O)N)O)C(=O)NC(C)C(C(C)C(=O)NC(C(C)O)C(=O)NCCC5=NC(=CS5)C6=NC(=CS6)C(=O)NCCC[S+](C)C)O. Cell line: SNB-19. Synergy scores: CSS=13.7, Synergy_ZIP=-5.90, Synergy_Bliss=1.66, Synergy_Loewe=-9.32, Synergy_HSA=0.235.